Dataset: Forward reaction prediction with 1.9M reactions from USPTO patents (1976-2016). Task: Predict the product of the given reaction. Given the reactants S(Cl)(C1C=CC(C)=CC=1)(=O)=O.CN1C=CN=C1.[F:18][C:19]1[N:27]=[CH:26][CH:25]=[CH:24][C:20]=1[C:21]([OH:23])=O.[NH2:28][C:29]1[CH:37]=[C:36]([O:38][CH3:39])[CH:35]=[C:34]([CH2:40][CH3:41])[C:30]=1[C:31](O)=[O:32], predict the reaction product. The product is: [CH2:40]([C:34]1[C:30]2[C:31](=[O:32])[O:23][C:21]([C:20]3[C:19]([F:18])=[N:27][CH:26]=[CH:25][CH:24]=3)=[N:28][C:29]=2[CH:37]=[C:36]([O:38][CH3:39])[CH:35]=1)[CH3:41].